From a dataset of Full USPTO retrosynthesis dataset with 1.9M reactions from patents (1976-2016). Predict the reactants needed to synthesize the given product. Given the product [CH3:45][C:44]([CH3:46])([CH:13]([C:10]1[CH:11]=[CH:12][C:7]([N:4]2[CH2:5][CH2:6][O:1][CH2:2][CH2:3]2)=[CH:8][CH:9]=1)[C:15]1[S:16][CH:17]=[CH:18][CH:19]=1)[C:43]([O:42][CH3:41])=[O:47], predict the reactants needed to synthesize it. The reactants are: [O:1]1[CH2:6][CH2:5][N:4]([C:7]2[CH:12]=[CH:11][C:10]([CH:13]([C:15]3[S:16][CH:17]=[CH:18][CH:19]=3)O)=[CH:9][CH:8]=2)[CH2:3][CH2:2]1.O1CCN(C2C=CC(C=O)=CC=2)CC1.S1C=CC=C1[Mg]Br.[CH3:41][O:42][C:43]([O:47][Si](C)(C)C)=[C:44]([CH3:46])[CH3:45].